From a dataset of NCI-60 drug combinations with 297,098 pairs across 59 cell lines. Regression. Given two drug SMILES strings and cell line genomic features, predict the synergy score measuring deviation from expected non-interaction effect. (1) Drug 1: CC12CCC3C(C1CCC2O)C(CC4=C3C=CC(=C4)O)CCCCCCCCCS(=O)CCCC(C(F)(F)F)(F)F. Drug 2: CCN(CC)CCCC(C)NC1=C2C=C(C=CC2=NC3=C1C=CC(=C3)Cl)OC. Cell line: SNB-19. Synergy scores: CSS=5.18, Synergy_ZIP=-8.63, Synergy_Bliss=-1.43, Synergy_Loewe=-17.8, Synergy_HSA=-1.51. (2) Drug 1: CC1CCC2CC(C(=CC=CC=CC(CC(C(=O)C(C(C(=CC(C(=O)CC(OC(=O)C3CCCCN3C(=O)C(=O)C1(O2)O)C(C)CC4CCC(C(C4)OC)OCCO)C)C)O)OC)C)C)C)OC. Drug 2: CC12CCC3C(C1CCC2O)C(CC4=C3C=CC(=C4)O)CCCCCCCCCS(=O)CCCC(C(F)(F)F)(F)F. Cell line: OVCAR-4. Synergy scores: CSS=18.7, Synergy_ZIP=5.61, Synergy_Bliss=11.1, Synergy_Loewe=5.29, Synergy_HSA=7.55.